The task is: Predict which catalyst facilitates the given reaction.. This data is from Catalyst prediction with 721,799 reactions and 888 catalyst types from USPTO. (1) Reactant: CN1CCOCC1.ClC(OCC(C)C)=O.[Cl:16][CH2:17][C:18]1[N:19]=[C:20]([C:23]2[CH:31]=[CH:30][C:26]([C:27]([OH:29])=O)=[CH:25][CH:24]=2)[S:21][CH:22]=1.Cl.[CH2:33]([C:38]1[CH:45]=[CH:44][C:41]([CH2:42][NH2:43])=[CH:40][CH:39]=1)[CH2:34][CH2:35][CH2:36][CH3:37]. Product: [Cl:16][CH2:17][C:18]1[N:19]=[C:20]([C:23]2[CH:24]=[CH:25][C:26]([C:27]([NH:43][CH2:42][C:41]3[CH:44]=[CH:45][C:38]([CH2:33][CH2:34][CH2:35][CH2:36][CH3:37])=[CH:39][CH:40]=3)=[O:29])=[CH:30][CH:31]=2)[S:21][CH:22]=1. The catalyst class is: 76. (2) Reactant: [P:1]([O:33][CH2:34][C:35]1[CH:40]=[CH:39][CH:38]=[CH:37][CH:36]=1)([O:25][CH2:26][C:27]1[CH:32]=[CH:31][CH:30]=[CH:29][CH:28]=1)([O:3][CH2:4][C@@H:5]1[C@@H:12]2[C@@H:8]([O:9]C(C)(C)[O:11]2)[C@H:7]([N:15]2[CH:20]=[CH:19][N:18]=[C:17]([C:21]([NH2:23])=[O:22])[C:16]2=[O:24])[O:6]1)=[O:2].Cl. Product: [P:1]([O:25][CH2:26][C:27]1[CH:32]=[CH:31][CH:30]=[CH:29][CH:28]=1)([O:33][CH2:34][C:35]1[CH:40]=[CH:39][CH:38]=[CH:37][CH:36]=1)([O:3][CH2:4][C@@H:5]1[C@@H:12]([OH:11])[C@@H:8]([OH:9])[C@H:7]([N:15]2[CH:20]=[CH:19][N:18]=[C:17]([C:21]([NH2:23])=[O:22])[C:16]2=[O:24])[O:6]1)=[O:2]. The catalyst class is: 30.